Dataset: Peptide-MHC class I binding affinity with 185,985 pairs from IEDB/IMGT. Task: Regression. Given a peptide amino acid sequence and an MHC pseudo amino acid sequence, predict their binding affinity value. This is MHC class I binding data. The peptide sequence is FLWLLWPVTL. The MHC is HLA-A02:02 with pseudo-sequence HLA-A02:02. The binding affinity (normalized) is 0.909.